Dataset: Peptide-MHC class II binding affinity with 134,281 pairs from IEDB. Task: Regression. Given a peptide amino acid sequence and an MHC pseudo amino acid sequence, predict their binding affinity value. This is MHC class II binding data. (1) The peptide sequence is GELQIVDKIDADFKI. The binding affinity (normalized) is 0.443. The MHC is DRB1_0701 with pseudo-sequence DRB1_0701. (2) The peptide sequence is SCDLELSWNLNGLQAY. The MHC is DRB1_0802 with pseudo-sequence DRB1_0802. The binding affinity (normalized) is 0.377. (3) The binding affinity (normalized) is 0.686. The peptide sequence is PAEILRKSRRFAQALPVWAR. The MHC is DRB5_0101 with pseudo-sequence DRB5_0101.